From a dataset of Forward reaction prediction with 1.9M reactions from USPTO patents (1976-2016). Predict the product of the given reaction. (1) The product is: [CH2:1]([O:8][C:9]([N:11]1[CH:15]([C:16](=[O:26])[NH:17][C:18]2[CH:23]=[CH:22][C:21]([CH2:24][NH:25][S:39]([C:33]3[CH:38]=[CH:37][CH:36]=[CH:35][CH:34]=3)(=[O:41])=[O:40])=[CH:20][CH:19]=2)[CH2:14][S:13][CH:12]1[C:27]1[CH:28]=[CH:29][N:30]=[CH:31][CH:32]=1)=[O:10])[C:2]1[CH:7]=[CH:6][CH:5]=[CH:4][CH:3]=1. Given the reactants [CH2:1]([O:8][C:9]([N:11]1[CH:15]([C:16](=[O:26])[NH:17][C:18]2[CH:23]=[CH:22][C:21]([CH2:24][NH2:25])=[CH:20][CH:19]=2)[CH2:14][S:13][CH:12]1[C:27]1[CH:32]=[CH:31][N:30]=[CH:29][CH:28]=1)=[O:10])[C:2]1[CH:7]=[CH:6][CH:5]=[CH:4][CH:3]=1.[C:33]1([S:39](Cl)(=[O:41])=[O:40])[CH:38]=[CH:37][CH:36]=[CH:35][CH:34]=1.CCN(C(C)C)C(C)C.C(#N)C, predict the reaction product. (2) Given the reactants COC(=O)CC(C1CC1)=O.COC(OC)N(C)C.CN(/C=C(/C(=O)C1CC1)\C(OC)=O)C.Cl.Cl.N(C1C=CC=C2C=1C=CC=N2)N.C[O:48][C:49]([C:51]1[CH:52]=[N:53][N:54]([C:59]2[CH:68]=[CH:67][CH:66]=[C:65]3[C:60]=2[CH:61]=[CH:62][CH:63]=[N:64]3)[C:55]=1[CH:56]1[CH2:58][CH2:57]1)=[O:50], predict the reaction product. The product is: [CH:56]1([C:55]2[N:54]([C:59]3[CH:68]=[CH:67][CH:66]=[C:65]4[C:60]=3[CH:61]=[CH:62][CH:63]=[N:64]4)[N:53]=[CH:52][C:51]=2[C:49]([OH:50])=[O:48])[CH2:57][CH2:58]1.